Dataset: Retrosynthesis with 50K atom-mapped reactions and 10 reaction types from USPTO. Task: Predict the reactants needed to synthesize the given product. (1) Given the product Nc1ccc(NNC(=O)c2ccc(Cl)cc2)cc1, predict the reactants needed to synthesize it. The reactants are: O=C(NNc1ccc([N+](=O)[O-])cc1)c1ccc(Cl)cc1. (2) Given the product Nc1ccc(Br)c2ccncc12, predict the reactants needed to synthesize it. The reactants are: O=[N+]([O-])c1ccc(Br)c2ccncc12. (3) Given the product CNC(=O)c1ccc(Cn2nnc3c(N4CCOCC4)nc(-c4cccc(O)c4)nc32)cc1, predict the reactants needed to synthesize it. The reactants are: CN.O=C(O)c1ccc(Cn2nnc3c(N4CCOCC4)nc(-c4cccc(O)c4)nc32)cc1. (4) Given the product CC(=O)Nc1cccc(C2=CCNCC2)c1, predict the reactants needed to synthesize it. The reactants are: CC(=O)Nc1cccc(C2=CCN(C(=O)OC(C)(C)C)CC2)c1. (5) Given the product O=C(O)CC/C(=N\OCc1ccc(OCc2csc(-c3ccccc3)n2)cc1)c1ccccc1, predict the reactants needed to synthesize it. The reactants are: COC(=O)CC/C(=N\OCc1ccc(OCc2csc(-c3ccccc3)n2)cc1)c1ccccc1.